This data is from Reaction yield outcomes from USPTO patents with 853,638 reactions. The task is: Predict the reaction yield, written as a fraction of the theoretical maximum amount of product (1.0 means a 100% yield; for example, 0.34 means a 34% yield). (1) The reactants are [Br:1][C:2]1[C:3](Cl)=[N:4][C:5]([Cl:8])=[N:6][CH:7]=1.[CH3:10][NH:11][C:12](=[O:19])[CH2:13][CH2:14][NH:15][CH:16]([CH3:18])[CH3:17].CCN(CC)CC. The catalyst is CC#N. The product is [Br:1][C:2]1[C:3]([N:15]([CH:16]([CH3:18])[CH3:17])[CH2:14][CH2:13][C:12]([NH:11][CH3:10])=[O:19])=[N:4][C:5]([Cl:8])=[N:6][CH:7]=1. The yield is 0.780. (2) The product is [CH2:1]([C:5]1[CH:6]=[C:7]([CH2:10][CH2:11][C:12]([O:14][CH2:15][CH3:16])=[O:13])[NH:8][CH:9]=1)[CH2:2][CH2:3][CH3:4]. The catalyst is C(O)C.[Pd]. The reactants are [CH2:1]([C:5]1[CH:6]=[C:7](/[CH:10]=[CH:11]/[C:12]([O:14][CH2:15][CH3:16])=[O:13])[NH:8][CH:9]=1)[CH2:2][CH2:3][CH3:4].[H][H]. The yield is 0.830. (3) The reactants are [CH3:1][C:2]1[CH:8]=[CH:7][C:5]([NH2:6])=[C:4]([N+:9]([O-:11])=[O:10])[CH:3]=1.C(O[BH-](OC(=O)C)OC(=O)C)(=O)C.[Na+].[CH3:26][S:27][C:28]1[S:29][C:30]2[CH:36]=[C:35]([CH:37]=O)[CH:34]=[CH:33][C:31]=2[N:32]=1. The catalyst is C(O)(C(F)(F)F)=O. The product is [CH3:1][C:2]1[CH:8]=[CH:7][C:5]([NH:6][CH2:37][C:35]2[CH:34]=[CH:33][C:31]3[N:32]=[C:28]([S:27][CH3:26])[S:29][C:30]=3[CH:36]=2)=[C:4]([N+:9]([O-:11])=[O:10])[CH:3]=1. The yield is 0.410. (4) The reactants are Br[CH:2]([CH2:8][CH2:9]Br)[C:3]([O:5][CH2:6][CH3:7])=[O:4].C(N(CC)CC)C.[CH2:18]([NH2:25])[C:19]1[CH:24]=[CH:23][CH:22]=[CH:21][CH:20]=1. The catalyst is O. The product is [CH2:18]([N:25]1[CH2:9][CH2:8][CH:2]1[C:3]([O:5][CH2:6][CH3:7])=[O:4])[C:19]1[CH:24]=[CH:23][CH:22]=[CH:21][CH:20]=1. The yield is 0.530. (5) The reactants are C[O:2][C:3]([C:5]1[CH:14]=[C:13]([O:15][C:16]2[CH:21]=[CH:20][C:19]([S:22]([CH2:25][CH3:26])(=[O:24])=[O:23])=[CH:18][N:17]=2)[C:12]2[C:7](=[CH:8][CH:9]=[C:10]([Br:27])[CH:11]=2)[CH:6]=1)=O.[H-].C([Al+]CC(C)C)C(C)C.O.O.O.O.C(C(C(C([O-])=O)O)O)([O-])=O.[Na+].[K+]. The catalyst is O1CCCC1. The product is [Br:27][C:10]1[CH:11]=[C:12]2[C:7](=[CH:8][CH:9]=1)[CH:6]=[C:5]([CH2:3][OH:2])[CH:14]=[C:13]2[O:15][C:16]1[CH:21]=[CH:20][C:19]([S:22]([CH2:25][CH3:26])(=[O:23])=[O:24])=[CH:18][N:17]=1. The yield is 0.990. (6) The catalyst is COCCOC.O.C1C=CC([P]([Pd]([P](C2C=CC=CC=2)(C2C=CC=CC=2)C2C=CC=CC=2)([P](C2C=CC=CC=2)(C2C=CC=CC=2)C2C=CC=CC=2)[P](C2C=CC=CC=2)(C2C=CC=CC=2)C2C=CC=CC=2)(C2C=CC=CC=2)C2C=CC=CC=2)=CC=1. The reactants are Cl[C:2]1[N:7]=[C:6]([O:8][CH3:9])[N:5]=[C:4]([NH:10][CH2:11][C:12]2[CH:16]=[CH:15][S:14][CH:13]=2)[CH:3]=1.[C:17]([C:20]([C:23]1[CH:24]=[C:25](B(O)O)[CH:26]=[CH:27][CH:28]=1)([CH3:22])[CH3:21])([OH:19])=[O:18].C([O-])([O-])=O.[Cs+].[Cs+]. The product is [CH3:9][O:8][C:6]1[N:7]=[C:2]([C:25]2[CH:24]=[C:23]([C:20]([CH3:22])([CH3:21])[C:17]([OH:19])=[O:18])[CH:28]=[CH:27][CH:26]=2)[CH:3]=[C:4]([NH:10][CH2:11][C:12]2[CH:16]=[CH:15][S:14][CH:13]=2)[N:5]=1. The yield is 0.0460. (7) The reactants are Cl[C:2]1[CH:7]=[CH:6][NH:5][C:4](=[O:8])[C:3]=1[C:9]1[NH:10][C:11]2[C:12]([N:28]=1)=[CH:13][C:14]1[CH2:15][N:16]([CH2:21][CH2:22][N:23]3[CH2:27][CH2:26][CH2:25][CH2:24]3)[C:17](=[O:20])[C:18]=1[CH:19]=2.[Cl:29][C:30]1[CH:35]=[CH:34][C:33]([F:36])=[CH:32][C:31]=1[CH2:37][C@@H:38]([NH2:40])[CH3:39].CCN(C(C)C)C(C)C. The catalyst is CCO. The product is [Cl:29][C:30]1[CH:35]=[CH:34][C:33]([F:36])=[CH:32][C:31]=1[CH2:37][C@@H:38]([NH:40][C:2]1[CH:7]=[CH:6][NH:5][C:4](=[O:8])[C:3]=1[C:9]1[NH:10][C:11]2[C:12]([N:28]=1)=[CH:13][C:14]1[CH2:15][N:16]([CH2:21][CH2:22][N:23]3[CH2:27][CH2:26][CH2:25][CH2:24]3)[C:17](=[O:20])[C:18]=1[CH:19]=2)[CH3:39]. The yield is 0.360.